From a dataset of Full USPTO retrosynthesis dataset with 1.9M reactions from patents (1976-2016). Predict the reactants needed to synthesize the given product. (1) Given the product [CH3:22][O:21][C:17]1[CH:16]=[CH:15][N:14]=[C:13]([CH2:12][S+:11]([O-:44])[C:9]2[NH:8][C:7]3[CH:23]=[CH:24][C:4]([O:3][CH:2]([F:1])[F:25])=[CH:5][C:6]=3[N:10]=2)[C:18]=1[O:19][CH3:20], predict the reactants needed to synthesize it. The reactants are: [F:1][CH:2]([F:25])[O:3][C:4]1[CH:24]=[CH:23][C:7]2[NH:8][C:9]([S:11][CH2:12][C:13]3[C:18]([O:19][CH3:20])=[C:17]([O:21][CH3:22])[CH:16]=[CH:15][N:14]=3)=[N:10][C:6]=2[CH:5]=1.CC1C([O:44]CC(F)(F)F)=CC=NC=1CSC1NC2C=CC=CC=2N=1. (2) The reactants are: [CH:1]1([NH:6][C:7]2[C:12]([C:13]([NH:15][NH:16][C:17](=O)[CH:18]([CH3:20])[CH3:19])=O)=[CH:11][N:10]=[C:9]3[N:22]([CH2:25][CH3:26])[N:23]=[CH:24][C:8]=23)[CH2:5][CH2:4][CH2:3][CH2:2]1.COC1C=CC(P2(SP(C3C=CC(OC)=CC=3)(=S)S2)=[S:36])=CC=1. Given the product [CH:1]1([NH:6][C:7]2[C:8]3[CH:24]=[N:23][N:22]([CH2:25][CH3:26])[C:9]=3[N:10]=[CH:11][C:12]=2[C:13]2[S:36][C:17]([CH:18]([CH3:20])[CH3:19])=[N:16][N:15]=2)[CH2:5][CH2:4][CH2:3][CH2:2]1, predict the reactants needed to synthesize it.